This data is from Reaction yield outcomes from USPTO patents with 853,638 reactions. The task is: Predict the reaction yield, written as a fraction of the theoretical maximum amount of product (1.0 means a 100% yield; for example, 0.34 means a 34% yield). (1) The reactants are [O:1]1[CH:6]=[CH:5][CH2:4][CH2:3][CH:2]1[CH2:7][OH:8].[C:9](OC(=O)C)(=[O:11])[CH3:10].N1C=CC=CC=1.II. The product is [C:9]([O:8][CH2:7][CH:2]1[CH2:3][CH2:4][CH:5]=[CH:6][O:1]1)(=[O:11])[CH3:10]. The catalyst is C(OCC)(=O)C. The yield is 0.860. (2) The reactants are CC1C=CC(S(O)(=O)=O)=CC=1.[CH2:12]([N:14](CC)CC)[CH3:13].ClC(Cl)(O[C:23](=[O:29])[O:24][C:25](Cl)(Cl)Cl)Cl.[CH3:31][OH:32]. The catalyst is C(Cl)Cl. The product is [CH3:31][O:32][CH2:13][C@H:12]1[CH2:25][O:24][C:23](=[O:29])[NH:14]1. The yield is 0.380. (3) The reactants are [Cl:1][C:2]1[CH:3]=[C:4]([CH2:9][C:10]([NH:12][NH:13][C:14](=O)[CH2:15][O:16][C:17]2[CH:18]=[C:19]3[C:24](=[CH:25][CH:26]=2)[NH:23][C:22](=[O:27])[CH:21]=[CH:20]3)=[O:11])[CH:5]=[CH:6][C:7]=1[Cl:8].S(Cl)(C1C=CC(C)=CC=1)(=O)=O. The catalyst is C(Cl)Cl. The product is [Cl:1][C:2]1[CH:3]=[C:4]([CH:5]=[CH:6][C:7]=1[Cl:8])[CH2:9][C:10]1[O:11][C:14]([CH2:15][O:16][C:17]2[CH:18]=[C:19]3[C:24](=[CH:25][CH:26]=2)[NH:23][C:22](=[O:27])[CH:21]=[CH:20]3)=[N:13][N:12]=1. The yield is 0.0800. (4) The reactants are Br[C:2]1[CH:3]=[CH:4][C:5]2[O:9][C:8](/[CH:10]=[CH:11]/[C:12]3[CH:17]=[CH:16][C:15]([C:18]([F:21])([F:20])[F:19])=[CH:14][CH:13]=3)=[N:7][C:6]=2[CH:22]=1.[C:23]1(OB(O)O)[CH:28]=[CH:27][CH:26]=[CH:25][CH:24]=1.C(=O)([O-])[O-].[Na+].[Na+].C1(C)C=CC=CC=1. The catalyst is C1C=CC([P]([Pd]([P](C2C=CC=CC=2)(C2C=CC=CC=2)C2C=CC=CC=2)([P](C2C=CC=CC=2)(C2C=CC=CC=2)C2C=CC=CC=2)[P](C2C=CC=CC=2)(C2C=CC=CC=2)C2C=CC=CC=2)(C2C=CC=CC=2)C2C=CC=CC=2)=CC=1.O.C(OCC)(=O)C.O1CCCC1.O1CCCC1. The product is [C:23]1([C:2]2[CH:3]=[CH:4][C:5]3[O:9][C:8](/[CH:10]=[CH:11]/[C:12]4[CH:17]=[CH:16][C:15]([C:18]([F:21])([F:20])[F:19])=[CH:14][CH:13]=4)=[N:7][C:6]=3[CH:22]=2)[CH:28]=[CH:27][CH:26]=[CH:25][CH:24]=1. The yield is 0.550. (5) The reactants are FC(F)(F)C(O)=O.[CH3:8][C:9]1[CH:18]=[C:17]2[C:12]([N:13]=[CH:14][C:15]([NH2:19])=[N:16]2)=[CH:11][CH:10]=1.C(N(CC)CC)C.[C:27](N1C=CC=CC1=O)(N1C=CC=CC1=O)=[S:28]. The catalyst is C(Cl)Cl. The product is [N:19]([C:15]1[CH:14]=[N:13][C:12]2[C:17](=[CH:18][C:9]([CH3:8])=[CH:10][CH:11]=2)[N:16]=1)=[C:27]=[S:28]. The yield is 0.460.